This data is from Full USPTO retrosynthesis dataset with 1.9M reactions from patents (1976-2016). The task is: Predict the reactants needed to synthesize the given product. The reactants are: [C:1]([O:4][C@@H:5]1[C@@H:18]([O:19][C:20](=[O:22])[CH3:21])[C@H:17]([O:23][C:24](=[O:26])[CH3:25])[CH2:16][S:15][C@H:6]1[O:7][C:8]1[CH:9]=[N:10][CH:11]=[C:12](Br)[CH:13]=1)(=[O:3])[CH3:2].Cl[C:28]1[CH:33]=[CH:32][N:31]=[CH:30][C:29]=1[CH3:34]. Given the product [C:1]([O:4][C@@H:5]1[C@@H:18]([O:19][C:20](=[O:22])[CH3:21])[C@H:17]([O:23][C:24](=[O:26])[CH3:25])[CH2:16][S:15][C@H:6]1[O:7][C:8]1[CH:9]=[N:10][CH:11]=[C:12]([C:28]2[CH:33]=[CH:32][N:31]=[CH:30][C:29]=2[CH3:34])[CH:13]=1)(=[O:3])[CH3:2], predict the reactants needed to synthesize it.